Dataset: Full USPTO retrosynthesis dataset with 1.9M reactions from patents (1976-2016). Task: Predict the reactants needed to synthesize the given product. (1) Given the product [F:32][CH:28]([F:33])[O:1][C:2]1[CH:17]=[CH:16][C:15]([N+:18]([O-:20])=[O:19])=[CH:14][C:3]=1[CH2:4][N:5]([CH3:13])[C:6](=[O:12])[O:7][C:8]([CH3:9])([CH3:11])[CH3:10], predict the reactants needed to synthesize it. The reactants are: [OH:1][C:2]1[CH:17]=[CH:16][C:15]([N+:18]([O-:20])=[O:19])=[CH:14][C:3]=1[CH2:4][N:5]([CH3:13])[C:6](=[O:12])[O:7][C:8]([CH3:11])([CH3:10])[CH3:9].C([O-])([O-])=O.[K+].[K+].Cl[C:28]([F:33])([F:32])C([O-])=O.[Na+]. (2) Given the product [Br-:1].[CH2:2]([N+:13]1[CH:14]=[CH:15][C:10]([CH3:9])=[C:11]([NH:16][C:17]([O:18][CH3:19])=[O:20])[CH:12]=1)[C:3]1[CH:8]=[CH:7][CH:6]=[CH:5][CH:4]=1, predict the reactants needed to synthesize it. The reactants are: [Br:1][CH2:2][C:3]1[CH:8]=[CH:7][CH:6]=[CH:5][CH:4]=1.[CH3:9][C:10]1[CH:15]=[CH:14][N:13]=[CH:12][C:11]=1[NH:16][C:17](=[O:20])[O:18][CH3:19]. (3) Given the product [OH:14][C:11]1[CH:12]=[CH:13][C:8]([C:5]2[N:4]=[CH:3][C:2]([C:15]#[N:16])=[CH:7][N:6]=2)=[CH:9][CH:10]=1, predict the reactants needed to synthesize it. The reactants are: Cl[C:2]1[CH:3]=[N:4][C:5]([C:8]2[CH:13]=[CH:12][C:11]([OH:14])=[CH:10][CH:9]=2)=[N:6][CH:7]=1.[C:15]([Zn]C#N)#[N:16]. (4) Given the product [CH3:1][C:2]1[O:6][C:5]([C:7]2[CH:8]=[CH:9][C:10]([O:13][CH2:14][C:15]3[CH:20]=[CH:19][CH:18]=[CH:17][N:16]=3)=[CH:11][CH:12]=2)=[N:4][C:3]=1[CH2:21][CH2:22][N:28]1[CH2:32][CH2:31][CH2:30][CH2:29]1, predict the reactants needed to synthesize it. The reactants are: [CH3:1][C:2]1[O:6][C:5]([C:7]2[CH:12]=[CH:11][C:10]([O:13][CH2:14][C:15]3[CH:20]=[CH:19][CH:18]=[CH:17][N:16]=3)=[CH:9][CH:8]=2)=[N:4][C:3]=1[CH2:21][CH2:22]OS(C)(=O)=O.[NH:28]1[CH2:32][CH2:31][CH2:30][CH2:29]1. (5) Given the product [OH:40][CH2:38][CH2:39][N:13]([C:14]1[CH:19]=[CH:18][CH:17]=[CH:16][CH:15]=1)[C:7]1[C:8]2[CH2:28][N:27]([C:29](=[O:31])[CH3:30])[CH2:26][CH2:25][C:9]=2[N:10]=[C:11]([NH:13][C:14]2[CH:19]=[CH:18][C:17]([C:20]3[O:24][CH:23]=[N:22][CH:21]=3)=[CH:16][CH:15]=2)[N:12]=1, predict the reactants needed to synthesize it. The reactants are: FC(F)(F)S(O[C:7]1[C:8]2[CH2:28][N:27]([C:29](=[O:31])[CH3:30])[CH2:26][CH2:25][C:9]=2[N:10]=[C:11]([NH:13][C:14]2[CH:19]=[CH:18][C:17]([C:20]3[O:24][CH:23]=[N:22][CH:21]=3)=[CH:16][CH:15]=2)[N:12]=1)(=O)=O.C(O[C:38](=[O:40])[CH3:39])(=O)C. (6) Given the product [CH3:1][C:2]1([CH3:20])[CH2:3][CH2:4][N:5]([S:8]([C:11]2[CH:12]=[CH:13][C:14]([NH2:17])=[CH:15][CH:16]=2)(=[O:9])=[O:10])[CH2:6][CH2:7]1, predict the reactants needed to synthesize it. The reactants are: [CH3:1][C:2]1([CH3:20])[CH2:7][CH2:6][N:5]([S:8]([C:11]2[CH:16]=[CH:15][C:14]([N+:17]([O-])=O)=[CH:13][CH:12]=2)(=[O:10])=[O:9])[CH2:4][CH2:3]1.CO.[BH4-].[Na+]. (7) Given the product [CH3:11][CH:10]1[NH:3][C:6]2[CH:16]=[CH:15][CH:14]=[CH:13][C:7]=2[O:8][CH2:9]1, predict the reactants needed to synthesize it. The reactants are: [H][H].[N+:3]([C:6]1[CH:16]=[CH:15][CH:14]=[CH:13][C:7]=1[O:8][CH2:9][C:10](=O)[CH3:11])([O-])=O.O.[N+](C(OC1C=CC=CC=1)C(=O)C)([O-])=O.